This data is from M1 muscarinic receptor agonist screen with 61,833 compounds. The task is: Binary Classification. Given a drug SMILES string, predict its activity (active/inactive) in a high-throughput screening assay against a specified biological target. (1) The compound is ClC=1CC2C(CC1)C(=O)N(C2=O)CNc1c(cccc1)C(O)=O. The result is 1 (active). (2) The molecule is S1C2(CCCCC2)C=2CCCCC2N=C1N. The result is 0 (inactive). (3) The drug is O=C1CC(Cc2n(c(=O)c(cc12)C(=O)N1CCC(CC1)C)c1ccc(OC)cc1)(C)C. The result is 0 (inactive). (4) The drug is S(CC(=O)N(CCC#N)c1c(OC)cccc1)c1n(N)cc(n1)c1ccccc1. The result is 0 (inactive). (5) The molecule is n1(nc(nn1)c1ccccc1)C12CC3CC(C1)CC(C2)C3. The result is 0 (inactive). (6) The molecule is O(c1ccc(C2n3[nH]cnc3=NC(=C2)c2ccccc2)cc1)CC. The result is 1 (active).